Predict the reactants needed to synthesize the given product. From a dataset of Full USPTO retrosynthesis dataset with 1.9M reactions from patents (1976-2016). Given the product [C:1]1([C:18]2[CH:23]=[CH:22][CH:21]=[CH:20][CH:19]=2)[CH:6]=[CH:5][C:4]([C:7]2[C:16]([F:17])=[CH:15][C:10]3[NH:11][C:12]([S:14][CH3:24])=[N:13][C:9]=3[CH:8]=2)=[CH:3][CH:2]=1, predict the reactants needed to synthesize it. The reactants are: [C:1]1([C:18]2[CH:23]=[CH:22][CH:21]=[CH:20][CH:19]=2)[CH:6]=[CH:5][C:4]([C:7]2[C:16]([F:17])=[CH:15][C:10]3[NH:11][C:12](=[S:14])[NH:13][C:9]=3[CH:8]=2)=[CH:3][CH:2]=1.[CH2:24](N(CC)CC)C.CI.